From a dataset of Catalyst prediction with 721,799 reactions and 888 catalyst types from USPTO. Predict which catalyst facilitates the given reaction. (1) Reactant: [B-](F)(F)(F)F.C1C=CN=CC=1.C1C=CN=CC=1.[IH2+].COC1C=CC([CH:27]([C:37]2[CH:42]=CC(OC(=O)C(C)(C)C)=CC=2)[CH:28]([C:31]2[CH:36]=[CH:35][CH:34]=[CH:33][CH:32]=2)C=C)=CC=1.[Cl-].[NH4+]. Product: [CH2:42]1[C:32]2[C:31](=[CH:36][CH:35]=[CH:34][CH:33]=2)[CH2:28][CH2:27][CH2:37]1. The catalyst class is: 2. (2) Reactant: [N:1]([C:4]1[C:9]([F:10])=[CH:8][N:7]=[CH:6][C:5]=1[CH:11]=O)=[N+:2]=[N-:3].[NH2:13][C:14]1[C:21]([Cl:22])=[CH:20][C:19]([F:23])=[CH:18][C:15]=1[C:16]#[N:17].C(N(CC)CC)C. Product: [N:1]([C:4]1[C:9]([F:10])=[CH:8][N:7]=[CH:6][C:5]=1/[CH:11]=[N:13]/[C:14]1[C:21]([Cl:22])=[CH:20][C:19]([F:23])=[CH:18][C:15]=1[C:16]#[N:17])=[N+:2]=[N-:3]. The catalyst class is: 642.